This data is from Reaction yield outcomes from USPTO patents with 853,638 reactions. The task is: Predict the reaction yield, written as a fraction of the theoretical maximum amount of product (1.0 means a 100% yield; for example, 0.34 means a 34% yield). (1) The reactants are CN(C(ON1N=NC2C=CC=CC1=2)=[N+](C)C)C.[B-](F)(F)(F)F.[F:23][C:24]1[CH:32]=[CH:31][C:30]([CH:33]2[C:46]3[CH:45]=[CH:44][C:43]4[C:38](=[N:39][CH:40]=[CH:41][CH:42]=4)[C:37]=3[NH:36][S:35](=[O:48])(=[O:47])[N:34]2[CH3:49])=[CH:29][C:25]=1[C:26]([OH:28])=O.[NH:50]1[CH2:55][CH2:54][O:53][CH2:52][CH2:51]1.CCN(C(C)C)C(C)C. The catalyst is C(Cl)Cl.O. The product is [F:23][C:24]1[CH:32]=[CH:31][C:30]([CH:33]2[C:46]3[CH:45]=[CH:44][C:43]4[C:38](=[N:39][CH:40]=[CH:41][CH:42]=4)[C:37]=3[NH:36][S:35](=[O:47])(=[O:48])[N:34]2[CH3:49])=[CH:29][C:25]=1[C:26]([N:50]1[CH2:55][CH2:54][O:53][CH2:52][CH2:51]1)=[O:28]. The yield is 0.450. (2) The reactants are C(Cl)(=O)C(Cl)=O.[Cl:7][C:8]1[C:13]([C:14](O)=[O:15])=[CH:12][N:11]=[C:10]([Cl:17])[CH:9]=1.[NH4+:18].[OH-]. The catalyst is CN(C)C=O.O. The product is [Cl:7][C:8]1[C:13]([C:14]([NH2:18])=[O:15])=[CH:12][N:11]=[C:10]([Cl:17])[CH:9]=1. The yield is 0.950. (3) The reactants are CC#N.[O:4]([C:11]1[CH:12]=[C:13]([NH:17][CH2:18][C:19]2[CH:24]=[CH:23][CH:22]=[C:21]([CH:25]3[CH2:29][CH2:28][CH2:27][O:26]3)[CH:20]=2)[CH:14]=[CH:15][CH:16]=1)[C:5]1[CH:10]=[CH:9][CH:8]=[CH:7][CH:6]=1.[F:30][C:31]([F:36])([F:35])[CH:32]1[O:34][CH2:33]1.C(S([O-])(=O)=O)(F)(F)F.C(S([O-])(=O)=O)(F)(F)F.C(S([O-])(=O)=O)(F)(F)F.[Yb+3]. The catalyst is C(OCC)C.CCO. The product is [O:4]([C:11]1[CH:12]=[C:13]([N:17]([CH2:18][C:19]2[CH:24]=[CH:23][CH:22]=[C:21]([CH:25]3[CH2:29][CH2:28][CH2:27][O:26]3)[CH:20]=2)[CH2:33][CH:32]([OH:34])[C:31]([F:36])([F:35])[F:30])[CH:14]=[CH:15][CH:16]=1)[C:5]1[CH:10]=[CH:9][CH:8]=[CH:7][CH:6]=1. The yield is 0.300. (4) The reactants are [CH2:1]([S:4](Cl)(=[O:6])=[O:5])[CH2:2][CH3:3].[NH2:8][C:9]1[C:10]([F:19])=[C:11]([C:15]([F:18])=[CH:16][CH:17]=1)[C:12]([OH:14])=[O:13]. The catalyst is C(Cl)Cl. The product is [F:19][C:10]1[C:9]([N:8]([S:4]([CH2:1][CH2:2][CH3:3])(=[O:6])=[O:5])[S:4]([CH2:1][CH2:2][CH3:3])(=[O:6])=[O:5])=[CH:17][CH:16]=[C:15]([F:18])[C:11]=1[C:12]([OH:14])=[O:13]. The yield is 0.740. (5) The reactants are Cl.C(OC([N:9]1[CH:14]([C:15]2[NH:19][C:18]3[CH:20]=[C:21]([C:24]4[CH:29]=[CH:28][C:27]([C:30]5[CH:35]=[CH:34][C:33]([C:36]6[NH:37][C:38]([CH:41]7[CH2:47][C:44]8([CH2:46][CH2:45]8)[CH2:43][N:42]7[C:48](OC(C)(C)C)=[O:49])=[N:39][CH:40]=6)=[CH:32][CH:31]=5)=[CH:26][CH:25]=4)[CH:22]=[CH:23][C:17]=3[N:16]=2)[CH:13]2[CH2:55][CH:10]1[CH2:11][CH2:12]2)=O)(C)(C)C.[CH3:56][O:57][C:58]([NH:60][CH:61]([CH:65]([CH3:67])[CH3:66])[C:62]([OH:64])=O)=[O:59].[CH3:68]N1CCOCC1.CN(C(ON1N=NC2[CH:86]=[CH:87][CH:88]=[N:89]C1=2)=[N+](C)C)C.F[P-](F)(F)(F)(F)F.[C:99]([O:102][CH2:103]C)(=[O:101])C. The catalyst is O1CCOCC1.C(Cl)Cl. The product is [CH3:103][O:102][C:99](=[O:101])[NH:89][CH:88]([C:48]([N:42]1[CH:41]([C:38]2[NH:37][C:36]([C:33]3[CH:32]=[CH:31][C:30]([C:27]4[CH:26]=[CH:25][C:24]([C:21]5[CH:22]=[CH:23][C:17]6[N:16]=[C:15]([CH:14]7[CH:12]8[CH2:11][CH:10]([CH2:55][CH2:13]8)[N:9]7[C:62](=[O:64])[CH:61]([NH:60][C:58]([O:57][CH3:56])=[O:59])[CH:65]([CH3:67])[CH3:66])[NH:19][C:18]=6[CH:20]=5)=[CH:29][CH:28]=4)=[CH:35][CH:34]=3)=[CH:40][N:39]=2)[CH2:47][C:44]2([CH2:45][CH2:46]2)[CH2:43]1)=[O:49])[CH:87]([CH3:68])[CH3:86]. The yield is 0.530. (6) The catalyst is CN(C=O)C. The reactants are [H-].[Na+].[OH:3][C:4]1[CH:5]=[N:6][CH:7]=[CH:8][CH:9]=1.[CH3:10][O:11][C:12](=[O:35])[C@H:13]([CH2:31][CH2:32][S:33][CH3:34])[NH:14][C:15](=[O:30])[C:16]1[CH:21]=[CH:20][C:19]([CH2:22]Br)=[CH:18][C:17]=1[C:24]1[CH:29]=[CH:28][CH:27]=[CH:26][CH:25]=1.[OH-].[Na+]. The product is [CH3:10][O:11][C:12](=[O:35])[C@H:13]([CH2:31][CH2:32][S:33][CH3:34])[NH:14][C:15](=[O:30])[C:16]1[CH:21]=[CH:20][C:19]([CH2:22][O:3][C:4]2[CH:5]=[N:6][CH:7]=[CH:8][CH:9]=2)=[CH:18][C:17]=1[C:24]1[CH:29]=[CH:28][CH:27]=[CH:26][CH:25]=1. The yield is 0.600.